From a dataset of Catalyst prediction with 721,799 reactions and 888 catalyst types from USPTO. Predict which catalyst facilitates the given reaction. (1) Reactant: [NH2:1][C:2]1[C:7]([O:8][CH3:9])=[C:6]([F:10])[CH:5]=[C:4]([C:11]2[CH:16]=[CH:15][C:14]([F:17])=[CH:13][CH:12]=2)[C:3]=1[C:18]([OH:20])=O.[Br:21][N:22]1C(=O)CC[C:23]1=O.[CH:29]([NH2:31])=O. Product: [Br:21][C:5]1[C:4]([C:11]2[CH:16]=[CH:15][C:14]([F:17])=[CH:13][CH:12]=2)=[C:3]2[C:2](=[C:7]([O:8][CH3:9])[C:6]=1[F:10])[N:1]=[CH:29][NH:31][C:18]2=[O:20].[F:10][C:6]1[C:7]([O:8][CH3:9])=[C:2]2[C:3]([C:18](=[O:20])[NH:22][CH:23]=[N:1]2)=[C:4]([C:11]2[CH:16]=[CH:15][C:14]([F:17])=[CH:13][CH:12]=2)[CH:5]=1. The catalyst class is: 5. (2) Product: [CH3:18][S:15]([C:12]1[CH:13]=[CH:14][C:9]([NH:8][C:4]2[C:3]([N+:19]([O-:21])=[O:20])=[C:2]([N:33]3[CH2:34][CH2:35][CH:30]([O:29][C:28]4[CH:27]=[CH:26][C:25]([O:24][C:23]([F:22])([F:38])[F:39])=[CH:37][CH:36]=4)[CH2:31][CH2:32]3)[N:7]=[CH:6][N:5]=2)=[CH:10][CH:11]=1)(=[O:17])=[O:16]. Reactant: Cl[C:2]1[N:7]=[CH:6][N:5]=[C:4]([NH:8][C:9]2[CH:14]=[CH:13][C:12]([S:15]([CH3:18])(=[O:17])=[O:16])=[CH:11][CH:10]=2)[C:3]=1[N+:19]([O-:21])=[O:20].[F:22][C:23]([F:39])([F:38])[O:24][C:25]1[CH:37]=[CH:36][C:28]([O:29][CH:30]2[CH2:35][CH2:34][NH:33][CH2:32][CH2:31]2)=[CH:27][CH:26]=1.C(=O)([O-])[O-].[K+].[K+]. The catalyst class is: 3. (3) Product: [CH3:1][S:2][S:3][CH2:4][CH2:5][S:6](=[O:10])(=[O:8])[CH3:7]. Reactant: [CH3:1][S:2][S:3][CH2:4][CH2:5][S:6](=[O:8])[CH3:7].S([O-])([O-])(=O)=[O:10].[Mg+2].[Mn]([O-])(=O)(=O)=O.[K+]. The catalyst class is: 21. (4) Reactant: [Cl:1][C:2]1[CH:6]=[C:5]([C:7](O)=[O:8])[N:4]([CH3:10])[N:3]=1.O1CCCC1.C(Cl)(=O)C(Cl)=O.[NH2:22][C:23]1[CH:24]=[C:25]([CH:42]=[CH:43][C:44]=1[CH3:45])[O:26][C:27]1[CH:28]=[CH:29][C:30]2[N:31]([CH:33]=[C:34]([NH:36][C:37]([CH:39]3[CH2:41][CH2:40]3)=[O:38])[N:35]=2)[N:32]=1. Product: [Cl:1][C:2]1[CH:6]=[C:5]([C:7]([NH:22][C:23]2[CH:24]=[C:25]([O:26][C:27]3[CH:28]=[CH:29][C:30]4[N:31]([CH:33]=[C:34]([NH:36][C:37]([CH:39]5[CH2:40][CH2:41]5)=[O:38])[N:35]=4)[N:32]=3)[CH:42]=[CH:43][C:44]=2[CH3:45])=[O:8])[N:4]([CH3:10])[N:3]=1. The catalyst class is: 402. (5) Reactant: [NH2:1][C:2]1[CH:7]=[CH:6][N:5]([CH2:8][CH2:9][CH2:10][CH2:11][CH2:12][CH3:13])[C:4](=[O:14])[N:3]=1.N1C=CN=C1.[CH2:20]([NH2:23])[CH:21]=[CH2:22].C1C[O:27][CH2:26]C1. Product: [CH2:20]([NH:23][C:26]([NH:1][C:2]1[CH:7]=[CH:6][N:5]([CH2:8][CH2:9][CH2:10][CH2:11][CH2:12][CH3:13])[C:4](=[O:14])[N:3]=1)=[O:27])[CH:21]=[CH2:22]. The catalyst class is: 2. (6) Reactant: [Cl:1][C:2]1[CH:3]=[CH:4][C:5]2[C:11](=[O:12])[C:10]3[CH:13]=[CH:14][CH:15]=[C:16]([OH:17])[C:9]=3[CH2:8][CH2:7][C:6]=2[CH:18]=1.[O:19]1[CH2:24][CH2:23][CH:22](O)[CH2:21][CH2:20]1.P(C1C=CC=CC=1)(C1C=CC=CC=1)C1C=CC=CC=1.N(C(OC(C)C)=O)=NC(OC(C)C)=O. Product: [Cl:1][C:2]1[CH:3]=[CH:4][C:5]2[C:11](=[O:12])[C:10]3[CH:13]=[CH:14][CH:15]=[C:16]([O:17][CH:22]4[CH2:23][CH2:24][O:19][CH2:20][CH2:21]4)[C:9]=3[CH2:8][CH2:7][C:6]=2[CH:18]=1. The catalyst class is: 1. (7) Reactant: C(OC[N:9]1[C:13]2[N:14]=[C:15]([NH:28][C:29]3[CH:34]=[CH:33][C:32]([O:35][CH2:36][CH2:37][O:38][CH3:39])=[C:31]([F:40])[CH:30]=3)[N:16]=[C:17]([O:18][C:19]3[CH:24]=[CH:23][CH:22]=[C:21]([N+:25]([O-:27])=[O:26])[CH:20]=3)[C:12]=2[CH:11]=[CH:10]1)(=O)C(C)(C)C.CO.[OH-].[Na+]. Product: [F:40][C:31]1[CH:30]=[C:29]([NH:28][C:15]2[N:16]=[C:17]([O:18][C:19]3[CH:24]=[CH:23][CH:22]=[C:21]([N+:25]([O-:27])=[O:26])[CH:20]=3)[C:12]3[CH:11]=[CH:10][NH:9][C:13]=3[N:14]=2)[CH:34]=[CH:33][C:32]=1[O:35][CH2:36][CH2:37][O:38][CH3:39]. The catalyst class is: 6. (8) Reactant: C(OC(=O)[NH:7][C:8]1[CH:13]=[C:12]([N:14]([CH3:16])[CH3:15])[C:11]([Cl:17])=[CH:10][C:9]=1[NH:18][C:19](=[O:31])[CH2:20][C:21]([C:23]1[CH:28]=[CH:27][CH:26]=[C:25]([C:29]#[N:30])[CH:24]=1)=O)(C)(C)C.C(O)(C(F)(F)F)=O. Product: [Cl:17][C:11]1[C:12]([N:14]([CH3:16])[CH3:15])=[CH:13][C:8]2[N:7]=[C:21]([C:23]3[CH:24]=[C:25]([CH:26]=[CH:27][CH:28]=3)[C:29]#[N:30])[CH2:20][C:19](=[O:31])[NH:18][C:9]=2[CH:10]=1. The catalyst class is: 2.